This data is from Catalyst prediction with 721,799 reactions and 888 catalyst types from USPTO. The task is: Predict which catalyst facilitates the given reaction. (1) Reactant: [CH2:1]([SH:4])[CH2:2][CH3:3].[H-].[Na+].Cl[C:8]1[C:13]([Cl:14])=[CH:12][C:11]([C:15]([F:18])([F:17])[F:16])=[CH:10][N:9]=1. Product: [Cl:14][C:13]1[C:8]([S:4][CH2:1][CH2:2][CH3:3])=[N:9][CH:10]=[C:11]([C:15]([F:18])([F:17])[F:16])[CH:12]=1. The catalyst class is: 1. (2) Reactant: [Cl:1][C:2]1[N:7]=[C:6]([N:8]2[CH:12]=[CH:11][N:10]=[CH:9]2)[N:5]=[C:4]([NH:13][CH2:14][C:15]([F:18])([F:17])[F:16])[C:3]=1[C:19]1[C:24]([F:25])=[CH:23][C:22](F)=[CH:21][C:20]=1[F:27].[CH3:28][N:29]([CH3:34])[CH2:30][CH2:31][CH2:32][OH:33].[H-].[Na+]. Product: [Cl:1][C:2]1[N:7]=[C:6]([N:8]2[CH:12]=[CH:11][N:10]=[CH:9]2)[N:5]=[C:4]([NH:13][CH2:14][C:15]([F:16])([F:18])[F:17])[C:3]=1[C:19]1[C:20]([F:27])=[CH:21][C:22]([O:33][CH2:32][CH2:31][CH2:30][N:29]([CH3:34])[CH3:28])=[CH:23][C:24]=1[F:25]. The catalyst class is: 16. (3) Reactant: [Cl:1][C:2]1[C:3](=[O:9])O[C:5](=[O:8])[C:6]=1[Cl:7].[CH3:10][O:11][C:12]1[CH:19]=[C:18]([O:20][CH3:21])[CH:17]=[CH:16][C:13]=1[CH2:14][NH2:15]. Product: [Cl:7][C:6]1[C:5](=[O:8])[N:15]([CH2:14][C:13]2[CH:16]=[CH:17][C:18]([O:20][CH3:21])=[CH:19][C:12]=2[O:11][CH3:10])[C:3](=[O:9])[C:2]=1[Cl:1]. The catalyst class is: 15. (4) Reactant: BrBr.[F:3][C:4]([F:18])([F:17])[O:5][C:6]1[CH:15]=[C:14]2[C:9]([NH:10][CH2:11][C:12](=[O:16])[NH:13]2)=[CH:8][CH:7]=1.[S-:19][C:20]#[N:21].[K+]. Product: [NH:21]=[C:20]1[N:10]2[CH2:11][C:12](=[O:16])[NH:13][C:14]3[CH:15]=[C:6]([O:5][C:4]([F:3])([F:17])[F:18])[CH:7]=[C:8]([C:9]=32)[S:19]1. The catalyst class is: 15. (5) Product: [CH2:7]([C:9]1[CH:17]=[CH:16][C:12]([C:13]2[O:4][CH2:3][C:2]([CH3:6])([CH3:5])[N:1]=2)=[CH:11][CH:10]=1)[CH3:8]. The catalyst class is: 2. Reactant: [NH2:1][C:2]([CH3:6])([CH3:5])[CH2:3][OH:4].[CH2:7]([C:9]1[CH:17]=[CH:16][C:12]([C:13](Cl)=O)=[CH:11][CH:10]=1)[CH3:8].O=S(Cl)Cl.[OH-].[Na+]. (6) The catalyst class is: 2. Product: [C:14]([O:19][CH2:2][CH:3]([OH:4])[CH2:5][O:6][C:7]1[CH:8]=[C:9]([CH3:20])[CH:10]=[C:11]([CH3:13])[CH:12]=1)(=[O:18])[C:15]([CH3:17])=[CH2:16]. Reactant: C[CH:2]1[O:4][CH:3]1[CH2:5][O:6][C:7]1[CH:12]=[C:11]([CH3:13])[CH:10]=[CH:9][CH:8]=1.[C:14]([OH:19])(=[O:18])[C:15]([CH3:17])=[CH2:16].[CH2:20](N(CC)CC)C. (7) Reactant: [Br:1][C:2]1[CH:7]=[CH:6][C:5]([S:8](Cl)(=[O:10])=[O:9])=[CH:4][CH:3]=1.[NH2:12][C:13]1[CH:18]=[CH:17][C:16]([Cl:19])=[CH:15][C:14]=1[C:20]([C:22]1[CH:27]=[CH:26][N:25]=[CH:24][CH:23]=1)=[O:21]. Product: [Br:1][C:2]1[CH:7]=[CH:6][C:5]([S:8]([NH:12][C:13]2[CH:18]=[CH:17][C:16]([Cl:19])=[CH:15][C:14]=2[C:20]([C:22]2[CH:27]=[CH:26][N:25]=[CH:24][CH:23]=2)=[O:21])(=[O:10])=[O:9])=[CH:4][CH:3]=1. The catalyst class is: 17. (8) Reactant: [CH3:1][S:2](Cl)(=[O:4])=[O:3].[CH:6]([O:9][C:10]([N:12]1[CH2:18][CH2:17][CH2:16][CH:15]([N:19]([C:35](=[O:37])[CH3:36])[CH2:20][C:21]2[CH:26]=[C:25]([C:27]([F:30])([F:29])[F:28])[CH:24]=[C:23]([C:31]([F:34])([F:33])[F:32])[CH:22]=2)[C:14]2[CH:38]=[CH:39][C:40]([NH2:42])=[CH:41][C:13]1=2)=[O:11])([CH3:8])[CH3:7].N1C=CC=CC=1. Product: [C:35]([N:19]([CH2:20][C:21]1[CH:22]=[C:23]([C:31]([F:34])([F:33])[F:32])[CH:24]=[C:25]([C:27]([F:30])([F:28])[F:29])[CH:26]=1)[CH:15]1[CH2:16][CH2:17][CH2:18][N:12]([C:10]([O:9][CH:6]([CH3:8])[CH3:7])=[O:11])[C:13]2[CH:41]=[C:40]([NH:42][S:2]([CH3:1])(=[O:4])=[O:3])[CH:39]=[CH:38][C:14]1=2)(=[O:37])[CH3:36]. The catalyst class is: 4. (9) Reactant: [F:1][C:2]([F:15])([F:14])[C:3]1[CH:13]=[CH:12][C:6](/[CH:7]=[CH:8]/[C:9]([OH:11])=O)=[CH:5][CH:4]=1.CN(C(ON1N=NC2C=CC=NC1=2)=[N+](C)C)C.F[P-](F)(F)(F)(F)F.[CH3:40][N:41]([CH3:56])[CH2:42][CH2:43][N:44]([CH3:55])[C:45]1[S:46][C:47]2[CH:53]=[C:52]([NH2:54])[CH:51]=[CH:50][C:48]=2[N:49]=1.CCN(C(C)C)C(C)C. Product: [CH3:40][N:41]([CH3:56])[CH2:42][CH2:43][N:44]([CH3:55])[C:45]1[S:46][C:47]2[CH:53]=[C:52]([NH:54][C:9](=[O:11])[CH:8]=[CH:7][C:6]3[CH:5]=[CH:4][C:3]([C:2]([F:1])([F:15])[F:14])=[CH:13][CH:12]=3)[CH:51]=[CH:50][C:48]=2[N:49]=1. The catalyst class is: 61.